Dataset: Forward reaction prediction with 1.9M reactions from USPTO patents (1976-2016). Task: Predict the product of the given reaction. (1) Given the reactants [F:1][C:2]1[CH:7]=[CH:6][C:5]([N:8]2[C:11](=[O:12])[C@H:10]([S:13][CH2:14][CH:15]([C:17]3[CH:22]=[CH:21][C:20]([F:23])=[CH:19][CH:18]=3)[OH:16])[C@H:9]2[C:24]2[CH:39]=[CH:38][C:27]([O:28][CH2:29][C:30]([NH:32][C@@H:33]([C:35](O)=[O:36])[CH3:34])=[O:31])=[CH:26][CH:25]=2)=[CH:4][CH:3]=1.Cl.[NH2:41][C@@H:42]([C:50]([O:52]C(C)(C)C)=[O:51])[CH2:43][C:44]1[CH:49]=[CH:48][CH:47]=[CH:46][CH:45]=1.CN1CCOCC1.CN(C(ON1N=NC2C=CC=CC1=2)=[N+](C)C)C.[B-](F)(F)(F)F, predict the reaction product. The product is: [F:1][C:2]1[CH:3]=[CH:4][C:5]([N:8]2[C:11](=[O:12])[C@H:10]([S:13][CH2:14][CH:15]([C:17]3[CH:18]=[CH:19][C:20]([F:23])=[CH:21][CH:22]=3)[OH:16])[C@H:9]2[C:24]2[CH:25]=[CH:26][C:27]([O:28][CH2:29][C:30]([NH:32][C@@H:33]([C:35]([NH:41][C@@H:42]([C:50]([OH:52])=[O:51])[CH2:43][C:44]3[CH:45]=[CH:46][CH:47]=[CH:48][CH:49]=3)=[O:36])[CH3:34])=[O:31])=[CH:38][CH:39]=2)=[CH:6][CH:7]=1. (2) Given the reactants [NH:1]1[C:9]2[C:4](=[CH:5][CH:6]=[CH:7][CH:8]=2)[CH:3]=[N:2]1.Br[CH:11]([CH2:15][CH:16]([CH3:18])[CH3:17])[C:12]([OH:14])=[O:13], predict the reaction product. The product is: [N:1]1[N:2]([CH:11]([CH2:15][CH:16]([CH3:18])[CH3:17])[C:12]([OH:14])=[O:13])[CH:3]=[C:4]2[C:9]=1[CH:8]=[CH:7][CH:6]=[CH:5]2. (3) Given the reactants [CH3:1][C:2]1[N:7]=[C:6]([C:8]2[CH:9]=[C:10](B(O)O)[CH:11]=[CH:12][CH:13]=2)[CH:5]=[C:4]([C:17]2[CH:22]=[CH:21][C:20]([C:23]([F:26])([F:25])[F:24])=[CH:19][CH:18]=2)[CH:3]=1.Br[C:28]1[CH:29]=[C:30]([S:34]([NH:37][O:38][CH3:39])(=[O:36])=[O:35])[CH:31]=[CH:32][CH:33]=1, predict the reaction product. The product is: [CH3:39][O:38][NH:37][S:34]([C:30]1[CH:31]=[C:32]([C:10]2[CH:11]=[CH:12][CH:13]=[C:8]([C:6]3[CH:5]=[C:4]([C:17]4[CH:22]=[CH:21][C:20]([C:23]([F:25])([F:24])[F:26])=[CH:19][CH:18]=4)[CH:3]=[C:2]([CH3:1])[N:7]=3)[CH:9]=2)[CH:33]=[CH:28][CH:29]=1)(=[O:36])=[O:35]. (4) Given the reactants FC(F)(F)C(O[C:6](=[O:11])[C:7](F)(F)F)=O.[CH2:14]([C:18]1[CH:27]=[CH:26][CH:25]=[C:24]2[C:19]=1[CH:20]=CC=[N+:23]2[O-])[CH:15]([CH3:17])[CH3:16], predict the reaction product. The product is: [CH2:14]([C:18]1[CH:27]=[CH:26][CH:25]=[C:24]2[C:19]=1[CH:20]=[CH:7][C:6](=[O:11])[NH:23]2)[CH:15]([CH3:17])[CH3:16]. (5) Given the reactants [Br:1][C:2]1[C:3]([CH:9](Br)Br)=[N:4][C:5]([Br:8])=[CH:6][CH:7]=1.CC[OH:14], predict the reaction product. The product is: [Br:1][C:2]1[C:3]([CH:9]=[O:14])=[N:4][C:5]([Br:8])=[CH:6][CH:7]=1. (6) Given the reactants [C:1]([O:4][CH2:5][O:6][C:7](=[O:35])[N:8]([C:32](=[O:34])[CH3:33])[C:9]1[CH:14]=[CH:13][CH:12]=[C:11]([C:15]2[CH:24]=[N:23][C:22]3[C:21]([N:25]4[CH2:30][CH2:29][O:28][CH2:27][CH2:26]4)=[N:20][C:19](Cl)=[N:18][C:17]=3[CH:16]=2)[CH:10]=1)(=[O:3])[CH3:2].CC1(C)C(C)(C)OB([C:44]2[CH:45]=[N:46][C:47]([NH2:50])=[N:48][CH:49]=2)O1.[O-]P([O-])([O-])=O.[K+].[K+].[K+].O1CCOCC1, predict the reaction product. The product is: [C:1]([O:4][CH2:5][O:6][C:7](=[O:35])[N:8]([C:32](=[O:34])[CH3:33])[C:9]1[CH:14]=[CH:13][CH:12]=[C:11]([C:15]2[CH:24]=[N:23][C:22]3[C:21]([N:25]4[CH2:30][CH2:29][O:28][CH2:27][CH2:26]4)=[N:20][C:19]([C:44]4[CH:45]=[N:46][C:47]([NH2:50])=[N:48][CH:49]=4)=[N:18][C:17]=3[CH:16]=2)[CH:10]=1)(=[O:3])[CH3:2]. (7) Given the reactants [CH3:1]C(OC(/N=N/C(OC(C)C)=O)=O)C.[F:15][C:16]([F:40])([F:39])[C:17]1[N:21]2[N:22]=[C:23]([N:26]3[CH2:31][CH2:30][N:29]([C:32]4[CH:37]=[CH:36][C:35]([OH:38])=[CH:34][CH:33]=4)[CH2:28][CH2:27]3)[CH:24]=[CH:25][C:20]2=[N:19][N:18]=1.FC(F)(F)[C:43]1[N:47]2[N:48]=[C:49](N3CCC(C4C=CC(O)=CC=4)CC3)[CH:50]=[CH:51][C:46]2=NN=1.C1(P(C2C=CC=CC=2)C2C=CC=CC=2)C=CC=CC=1, predict the reaction product. The product is: [CH3:43][N:47]1[C:51]([CH2:46][CH2:1][O:38][C:35]2[CH:36]=[CH:37][C:32]([N:29]3[CH2:28][CH2:27][N:26]([C:23]4[CH:24]=[CH:25][C:20]5[N:21]([C:17]([C:16]([F:15])([F:39])[F:40])=[N:18][N:19]=5)[N:22]=4)[CH2:31][CH2:30]3)=[CH:33][CH:34]=2)=[CH:50][CH:49]=[N:48]1. (8) Given the reactants [OH:1][CH:2]([C:8]1[CH:13]=[CH:12][C:11]([C:14]2[N:18]=[C:17]([C:19]3[C:23]([C:24]([F:27])([F:26])[F:25])=[C:22]([C:28]4[CH:33]=[CH:32][CH:31]=[CH:30][CH:29]=4)[O:21][N:20]=3)[O:16][N:15]=2)=[CH:10][CH:9]=1)[C:3]([O:5]CC)=[O:4].[Li+].[OH-].Cl, predict the reaction product. The product is: [OH:1][CH:2]([C:8]1[CH:13]=[CH:12][C:11]([C:14]2[N:18]=[C:17]([C:19]3[C:23]([C:24]([F:25])([F:26])[F:27])=[C:22]([C:28]4[CH:29]=[CH:30][CH:31]=[CH:32][CH:33]=4)[O:21][N:20]=3)[O:16][N:15]=2)=[CH:10][CH:9]=1)[C:3]([OH:5])=[O:4]. (9) Given the reactants [H-].COCCO[Al+]OCCOC.[Na+].[H-].[CH2:15]([C:17]([C:35]1[CH:40]=[CH:39][C:38]([OH:41])=[C:37]([CH3:42])[CH:36]=1)([C:20]1[CH:25]=[CH:24][C:23]([C:26]#[C:27][C:28]2([OH:33])[CH2:32][CH2:31][CH2:30][CH2:29]2)=[C:22]([CH3:34])[CH:21]=1)[CH2:18][CH3:19])[CH3:16], predict the reaction product. The product is: [CH2:15]([C:17]([C:35]1[CH:40]=[CH:39][C:38]([OH:41])=[C:37]([CH3:42])[CH:36]=1)([C:20]1[CH:25]=[CH:24][C:23](/[CH:26]=[CH:27]/[C:28]2([OH:33])[CH2:32][CH2:31][CH2:30][CH2:29]2)=[C:22]([CH3:34])[CH:21]=1)[CH2:18][CH3:19])[CH3:16].